This data is from hERG potassium channel inhibition data for cardiac toxicity prediction from Karim et al.. The task is: Regression/Classification. Given a drug SMILES string, predict its toxicity properties. Task type varies by dataset: regression for continuous values (e.g., LD50, hERG inhibition percentage) or binary classification for toxic/non-toxic outcomes (e.g., AMES mutagenicity, cardiotoxicity, hepatotoxicity). Dataset: herg_karim. (1) The compound is N#Cc1ccc(Cn2cncc2CNC2CCN(Cc3cccc(Cl)c3)C2=O)cc1. The result is 1 (blocker). (2) The drug is c1ccc([C@@H]2Sc3ccccc3O[C@@H]2c2ccc(OCCCN3CCCC3)cc2)cc1. The result is 1 (blocker). (3) The compound is CCOC(=O)C1=C(CN2CCOCC2C(=O)OC(C)C)NC(c2nccs2)=NC1c1ccc(F)cc1Br. The result is 0 (non-blocker). (4) The drug is Cc1c(OC2CCN(CC3CCN([C@@H](Cc4ccc(F)cc4)C(=O)O)CC3)CC2)ccc(C#N)c1Cl. The result is 0 (non-blocker). (5) The molecule is C[N+]1CCN(C2=Nc3ccccc3Nc3sc(CO)cc32)CC1. The result is 0 (non-blocker). (6) The compound is CC(C)c1nc(Nc2cc(N[C@@H]3CCOC[C@@H]3N)nnc2C(N)=O)ccc1F. The result is 1 (blocker). (7) The drug is Cc1c(C(=O)NN2CCCCC2)nn(-c2ccc(Cl)cc2Cl)c1-c1ccc(Cl)cc1. The result is 1 (blocker). (8) The drug is N#CC1(NC(=O)[C@@H]2CCCC[C@H]2C(=O)N2CCN(c3nc(-c4ccccc4)cs3)CC2)CC1. The result is 0 (non-blocker). (9) The molecule is CCOC(=O)[C@@H]1C2CCC(C[C@@H]1OC(=O)c1ccccc1)N2C. The result is 1 (blocker).